This data is from Catalyst prediction with 721,799 reactions and 888 catalyst types from USPTO. The task is: Predict which catalyst facilitates the given reaction. Reactant: [Br:16][C:12]1[CH:13]=[CH:14][CH:15]=[C:10]([S:9][S:9][C:10]2[CH:15]=[CH:14][CH:13]=[C:12]([Br:16])[C:11]=2[F:17])[C:11]=1[F:17].[F:19][C:20]([Si](C)(C)C)([F:22])[F:21].O.C(OCC)(=O)C. Product: [Br:16][C:12]1[CH:13]=[CH:14][CH:15]=[C:10]([S:9][C:20]([F:22])([F:21])[F:19])[C:11]=1[F:17]. The catalyst class is: 7.